This data is from Forward reaction prediction with 1.9M reactions from USPTO patents (1976-2016). The task is: Predict the product of the given reaction. (1) The product is: [Ca:5].[S:11](=[O:14])(=[O:13])([O-:15])[NH2:12].[C:1](=[O:3])=[O:2]. Given the reactants [C:1](=O)([O-:3])[O-:2].[Ca+2:5].C(=O)([O-])[O-].[Mg+2].[S:11](=[O:15])(=[O:14])([O-:13])[NH2:12].[Ca].[Mg].S(=O)(=O)(O)N, predict the reaction product. (2) Given the reactants [NH2:1][C:2]1[CH:7]=[CH:6][C:5]([Br:8])=[CH:4][C:3]=1[C:9]([C:11]1[CH:16]=[CH:15][CH:14]=[CH:13][CH:12]=1)=O.[CH3:17][CH:18]([CH3:26])[CH2:19][C:20](=O)[CH2:21][C:22](=[O:24])[CH3:23], predict the reaction product. The product is: [Br:8][C:5]1[CH:4]=[C:3]2[C:2](=[CH:7][CH:6]=1)[N:1]=[C:20]([CH2:19][CH:18]([CH3:26])[CH3:17])[C:21]([C:22](=[O:24])[CH3:23])=[C:9]2[C:11]1[CH:16]=[CH:15][CH:14]=[CH:13][CH:12]=1. (3) Given the reactants Cl[C:2]1[N:7]=[C:6]([NH:8][C@@H:9]2[CH2:14][CH2:13][CH2:12][N:11]([C:15](=[O:18])[CH:16]=[CH2:17])[CH2:10]2)[C:5]([F:19])=[CH:4][N:3]=1.C([O-])([O-])=O.[Cs+].[Cs+].[C:26]([N:30]1[CH2:39][CH2:38][C:37]2[C:32](=[CH:33][C:34]([NH2:40])=[CH:35][CH:36]=2)[CH2:31]1)([CH3:29])([CH3:28])[CH3:27].CN(C1C(C2C(P(C3CCCCC3)C3CCCCC3)=CC=CC=2)=CC=CC=1)C, predict the reaction product. The product is: [C:26]([N:30]1[CH2:39][CH2:38][C:37]2[C:32](=[CH:33][C:34]([NH:40][C:2]3[N:7]=[C:6]([NH:8][C@@H:9]4[CH2:14][CH2:13][CH2:12][N:11]([C:15](=[O:18])[CH:16]=[CH2:17])[CH2:10]4)[C:5]([F:19])=[CH:4][N:3]=3)=[CH:35][CH:36]=2)[CH2:31]1)([CH3:29])([CH3:27])[CH3:28]. (4) Given the reactants [CH3:1][C@H:2]1[NH:7][C@@H:6]([CH3:8])[CH2:5][N:4]([C:9]2[CH:10]=[C:11]([C:15](=[O:17])[CH3:16])[CH:12]=[CH:13][CH:14]=2)[CH2:3]1.I[CH2:19][CH2:20][CH3:21].C(Cl)Cl, predict the reaction product. The product is: [CH3:8][C@H:6]1[N:7]([CH2:19][CH2:20][CH3:21])[C@@H:2]([CH3:1])[CH2:3][N:4]([C:9]2[CH:10]=[C:11]([C:15](=[O:17])[CH3:16])[CH:12]=[CH:13][CH:14]=2)[CH2:5]1. (5) The product is: [CH3:12][C:3]1[CH:4]=[C:5]([N+:9]([O-:11])=[O:10])[C:6]([CH3:8])=[CH:7][C:2]=1[O:19][C:17]1[CH:18]=[N:13][CH:14]=[N:15][CH:16]=1. Given the reactants Br[C:2]1[CH:7]=[C:6]([CH3:8])[C:5]([N+:9]([O-:11])=[O:10])=[CH:4][C:3]=1[CH3:12].[N:13]1[CH:18]=[C:17]([OH:19])[CH:16]=[N:15][CH:14]=1.CC(C)(C(=O)CC(=O)C(C)(C)C)C.C(=O)([O-])[O-].[Cs+].[Cs+], predict the reaction product.